From a dataset of Reaction yield outcomes from USPTO patents with 853,638 reactions. Predict the reaction yield, written as a fraction of the theoretical maximum amount of product (1.0 means a 100% yield; for example, 0.34 means a 34% yield). (1) The reactants are N1C=CC(C)=CC=1.COC1C=CC=CC=1C=O.C(OC(=O)C)(=O)C.[CH3:25][O:26][C:27]1[CH:40]=[CH:39][CH:38]=[CH:37][C:28]=1/[CH:29]=[CH:30]/[C:31]1[CH:36]=[CH:35][N:34]=[CH:33][CH:32]=1.[H][H]. The catalyst is O=[Pt]=O.C(O)(=O)C. The product is [CH3:25][O:26][C:27]1[CH:40]=[CH:39][CH:38]=[CH:37][C:28]=1[CH2:29][CH2:30][CH:31]1[CH2:36][CH2:35][NH:34][CH2:33][CH2:32]1. The yield is 0.821. (2) The reactants are O=[C:2]1[O:7][C:6]([C:8]2[CH:13]=[CH:12][CH:11]=[CH:10][C:9]=2[O:14]C(=O)C)=[N:5][C:4]2[CH:18]=[CH:19][CH:20]=[CH:21][C:3]1=2.[Cl:22][C:23]1[CH:24]=[C:25]([CH2:29][CH2:30][NH2:31])[CH:26]=[CH:27][CH:28]=1. No catalyst specified. The product is [Cl:22][C:23]1[CH:24]=[C:25]([CH2:29][CH2:30][N:31]2[C:2](=[O:7])[C:3]3[C:4](=[CH:18][CH:19]=[CH:20][CH:21]=3)[N:5]=[C:6]2[C:8]2[CH:13]=[CH:12][CH:11]=[CH:10][C:9]=2[OH:14])[CH:26]=[CH:27][CH:28]=1. The yield is 0.830.